The task is: Predict the product of the given reaction.. This data is from Forward reaction prediction with 1.9M reactions from USPTO patents (1976-2016). (1) The product is: [Cl:1][C:2]1[CH:8]=[CH:7][CH:6]=[C:4]2[C:3]=1[CH2:40][CH2:39][C:38](=[O:37])[NH:5]2. Given the reactants [Cl:1][C:2]1[C:3](I)=[C:4]([CH:6]=[CH:7][CH:8]=1)[NH2:5].CC(N=NC(C#N)(C)C)(C#N)C.C([SnH](CCCC)CCCC)CCC.C([O:37][C:38](=O)[CH:39]=[CH2:40])C, predict the reaction product. (2) The product is: [OH:1][C:2]1[CH:3]=[CH:4][C:5]([C@H:8]([CH2:14][CH2:15][CH2:16][CH3:17])[CH2:9][C:10]([O:12][CH3:13])=[O:11])=[CH:6][CH:7]=1. Given the reactants [OH:1][C:2]1[CH:7]=[CH:6][C:5]([C@@H:8]([C:14]#[C:15][CH2:16][CH3:17])[CH2:9][C:10]([O:12][CH3:13])=[O:11])=[CH:4][CH:3]=1, predict the reaction product. (3) Given the reactants [CH3:1][CH:2]1[CH2:11][CH2:10][C:9]2[C:4](=[CH:5][CH:6]=[CH:7][CH:8]=2)[NH:3]1.[N+:12]([O-])([OH:14])=[O:13].[OH-].[Na+], predict the reaction product. The product is: [CH3:1][CH:2]1[CH2:11][CH2:10][C:9]2[C:4](=[CH:5][C:6]([N+:12]([O-:14])=[O:13])=[CH:7][CH:8]=2)[NH:3]1. (4) Given the reactants [C:1]([O:5][C:6]([N:8]1[CH2:12][CH2:11][C:10]([NH2:14])([CH3:13])[CH2:9]1)=[O:7])([CH3:4])([CH3:3])[CH3:2].C(=O)([O-])[O-].[K+].[K+].[C:21](Cl)(=[O:30])[O:22][CH2:23][C:24]1[CH:29]=[CH:28][CH:27]=[CH:26][CH:25]=1, predict the reaction product. The product is: [C:1]([O:5][C:6]([N:8]1[CH2:12][CH2:11][C:10]([NH:14][C:21]([O:22][CH2:23][C:24]2[CH:29]=[CH:28][CH:27]=[CH:26][CH:25]=2)=[O:30])([CH3:13])[CH2:9]1)=[O:7])([CH3:4])([CH3:2])[CH3:3]. (5) Given the reactants [CH3:1][C@@H:2]1[CH2:7][NH:6][CH2:5][CH2:4][N:3]1C(OC(C)(C)C)=O.CCN(C(C)C)C(C)C.[F:24][C:25]([F:38])([F:37])[O:26][C:27]1[CH:32]=[CH:31][C:30]([S:33](Cl)(=[O:35])=[O:34])=[CH:29][CH:28]=1.Cl.O1CCOCC1, predict the reaction product. The product is: [CH3:1][C@H:2]1[NH:3][CH2:4][CH2:5][N:6]([S:33]([C:30]2[CH:29]=[CH:28][C:27]([O:26][C:25]([F:24])([F:37])[F:38])=[CH:32][CH:31]=2)(=[O:35])=[O:34])[CH2:7]1. (6) Given the reactants [CH:1]1([C:4]2[C:5]([O:14][CH2:15][C:16]3(C(F)(F)F)[CH2:21][CH2:20][CH2:19][CH2:18][CH2:17]3)=[CH:6][C:7]([F:13])=[C:8]([CH:12]=2)[C:9]([OH:11])=O)[CH2:3][CH2:2]1.C1(COC2C(C3CC3)=CC(C(O)=O)=C(F)C=2)CCCCC1.CS(N)(=O)=O.[F:52][CH:53]1[CH2:56][N:55]([S:57]([NH2:60])(=[O:59])=[O:58])[CH2:54]1, predict the reaction product. The product is: [CH:16]1([CH2:15][O:14][C:5]2[C:4]([CH:1]3[CH2:3][CH2:2]3)=[CH:12][C:8]([C:9]([NH:60][S:57]([N:55]3[CH2:56][CH:53]([F:52])[CH2:54]3)(=[O:59])=[O:58])=[O:11])=[C:7]([F:13])[CH:6]=2)[CH2:17][CH2:18][CH2:19][CH2:20][CH2:21]1. (7) Given the reactants [F-].C[N+](C)(C)C.[F:7]C(F)([F:7])C([O-])=O.[CH3:14][O:15][C:16]1[CH:21]=[CH:20][C:19]([I+][C:19]2[CH:20]=[CH:21][C:16]([O:15][CH3:14])=[CH:17][CH:18]=2)=[CH:18][CH:17]=1, predict the reaction product. The product is: [F:7][C:19]1[CH:20]=[CH:21][C:16]([O:15][CH3:14])=[CH:17][CH:18]=1.